Task: Predict which catalyst facilitates the given reaction.. Dataset: Catalyst prediction with 721,799 reactions and 888 catalyst types from USPTO (1) Reactant: [CH3:1][C:2]([CH3:10])([C:4](=[O:9])[CH2:5][C:6](=O)[CH3:7])[CH3:3].[CH3:11][O:12][CH2:13][CH:14]([NH2:16])[CH3:15].S([O-])([O-])(=O)=O.[Na+].[Na+]. Product: [CH3:1][C:2]([CH3:10])([C:4](=[O:9])[CH:5]=[C:6]([NH:16][CH:14]([CH3:15])[CH2:13][O:12][CH3:11])[CH3:7])[CH3:3]. The catalyst class is: 27. (2) Reactant: [O:1]=[C:2]1[CH2:7][CH2:6][N:5]([C:8]([O:10][CH2:11][C:12]2[CH:17]=[CH:16][CH:15]=[CH:14][CH:13]=2)=[O:9])[CH2:4][CH2:3]1.[BH4-].[Na+].[Cl-].[NH4+]. Product: [OH:1][CH:2]1[CH2:3][CH2:4][N:5]([C:8]([O:10][CH2:11][C:12]2[CH:17]=[CH:16][CH:15]=[CH:14][CH:13]=2)=[O:9])[CH2:6][CH2:7]1. The catalyst class is: 14.